The task is: Predict the reactants needed to synthesize the given product.. This data is from Full USPTO retrosynthesis dataset with 1.9M reactions from patents (1976-2016). (1) Given the product [CH3:5][CH:4]([CH:3]([C:14]1[CH:13]=[CH:12][CH:11]=[C:10]([O:9][CH3:8])[CH:15]=1)[CH2:2][CH3:1])[CH:6]=[O:7], predict the reactants needed to synthesize it. The reactants are: [CH3:1][CH2:2]/[CH:3]=[C:4](/[CH:6]=[O:7])\[CH3:5].[CH3:8][O:9][C:10]1[CH:11]=[C:12](B(O)O)[CH:13]=[CH:14][CH:15]=1. (2) The reactants are: [F:1][C:2]1[CH:3]=[C:4]([CH:14]([NH:16][C:17]([C:19]2[N:20]=[C:21](Cl)[O:22][CH:23]=2)=[O:18])[CH3:15])[CH:5]=[C:6]([F:13])[C:7]=1[NH:8][S:9]([CH3:12])(=[O:11])=[O:10].[C:25]([C:29]1[CH:34]=[CH:33][C:32]([OH:35])=[CH:31][CH:30]=1)([CH3:28])([CH3:27])[CH3:26]. Given the product [F:1][C:2]1[CH:3]=[C:4]([CH:14]([NH:16][C:17]([C:19]2[N:20]=[C:21]([O:35][C:32]3[CH:33]=[CH:34][C:29]([C:25]([CH3:28])([CH3:27])[CH3:26])=[CH:30][CH:31]=3)[O:22][CH:23]=2)=[O:18])[CH3:15])[CH:5]=[C:6]([F:13])[C:7]=1[NH:8][S:9]([CH3:12])(=[O:11])=[O:10], predict the reactants needed to synthesize it. (3) Given the product [CH2:22]([O:24][C:25]1[NH:29][N:28]=[C:27]([NH:30][C:7]2[C:2]([F:1])=[CH:3][C:4]([N+:19]([O-:21])=[O:20])=[C:5]([NH:9][C@H:10]([C:12]3[CH:17]=[CH:16][C:15]([F:18])=[CH:14][N:13]=3)[CH3:11])[N:6]=2)[CH:26]=1)[CH3:23], predict the reactants needed to synthesize it. The reactants are: [F:1][C:2]1[CH:3]=[C:4]([N+:19]([O-:21])=[O:20])[C:5]([NH:9][C@H:10]([C:12]2[CH:17]=[CH:16][C:15]([F:18])=[CH:14][N:13]=2)[CH3:11])=[N:6][C:7]=1F.[CH2:22]([O:24][C:25]1[NH:29][N:28]=[C:27]([NH2:30])[CH:26]=1)[CH3:23]. (4) The reactants are: [CH3:1][C:2]1[S:3][C:4]([C:10]2[CH:15]=[CH:14][CH:13]=[CH:12][CH:11]=2)=[C:5]([C:7]([OH:9])=O)[N:6]=1.C(=O)([O-])[O-].[K+].[K+].C(Cl)(=O)C(C)(C)C.Cl.Cl.[F:31][C:32]1[CH:33]=[C:34]([CH3:48])[C:35]2[N:36]([CH:38]=[C:39]([CH2:41][C@@H:42]3[CH2:47][CH2:46][CH2:45][CH2:44][NH:43]3)[N:40]=2)[CH:37]=1. Given the product [F:31][C:32]1[CH:33]=[C:34]([CH3:48])[C:35]2[N:36]([CH:38]=[C:39]([CH2:41][C@@H:42]3[CH2:47][CH2:46][CH2:45][CH2:44][N:43]3[C:7]([C:5]3[N:6]=[C:2]([CH3:1])[S:3][C:4]=3[C:10]3[CH:15]=[CH:14][CH:13]=[CH:12][CH:11]=3)=[O:9])[N:40]=2)[CH:37]=1, predict the reactants needed to synthesize it. (5) The reactants are: [C:1]1([C:7]2([C:10]3[N:15]=[C:14]4[S:16][C:17]([C:19]5[CH:26]=[CH:25][C:22]([CH:23]=O)=[CH:21][CH:20]=5)=[N:18][C:13]4=[CH:12][CH:11]=3)[CH2:9][CH2:8]2)[CH:6]=[CH:5][CH:4]=[CH:3][CH:2]=1.[NH:27]1[CH2:30][CH:29]([C:31]([OH:33])=[O:32])[CH2:28]1. Given the product [C:1]1([C:7]2([C:10]3[N:15]=[C:14]4[S:16][C:17]([C:19]5[CH:20]=[CH:21][C:22]([CH2:23][N:27]6[CH2:30][CH:29]([C:31]([OH:33])=[O:32])[CH2:28]6)=[CH:25][CH:26]=5)=[N:18][C:13]4=[CH:12][CH:11]=3)[CH2:8][CH2:9]2)[CH:2]=[CH:3][CH:4]=[CH:5][CH:6]=1, predict the reactants needed to synthesize it. (6) The reactants are: Cl.[Cl:2][C:3]1[CH:4]=[CH:5][C:6]([S:11]([CH2:14][CH3:15])(=[O:13])=[O:12])=[C:7]([CH2:9][NH2:10])[CH:8]=1.[NH2:16][C:17]1[C:25]([Br:26])=[C:24]([CH3:27])[C:23]([Br:28])=[CH:22][C:18]=1[C:19](O)=[O:20]. Given the product [NH2:16][C:17]1[C:25]([Br:26])=[C:24]([CH3:27])[C:23]([Br:28])=[CH:22][C:18]=1[C:19]([NH:10][CH2:9][C:7]1[CH:8]=[C:3]([Cl:2])[CH:4]=[CH:5][C:6]=1[S:11]([CH2:14][CH3:15])(=[O:13])=[O:12])=[O:20], predict the reactants needed to synthesize it. (7) Given the product [C:13]([O:17][C:35](=[O:38])[NH:32][C@@H:8]1[CH2:9][C@H:7]1[C:4]1[S:5][CH:6]=[C:2]([Br:1])[CH:3]=1)([CH3:16])([CH3:15])[CH3:14], predict the reactants needed to synthesize it. The reactants are: [Br:1][C:2]1[CH:3]=[C:4]([C@@H:7]2[CH2:9][C@H:8]2C(O)=O)[S:5][CH:6]=1.[C:13]([OH:17])([CH3:16])([CH3:15])[CH3:14].C1(P([N:32]=[N+]=[N-])(C2C=CC=CC=2)=O)C=CC=CC=1.[C:35](=[O:38])([O-])O.[Na+].